The task is: Predict which catalyst facilitates the given reaction.. This data is from Catalyst prediction with 721,799 reactions and 888 catalyst types from USPTO. (1) Reactant: [N:1]([C:4]1[CH:5]=[C:6]([CH:11]=[CH:12][C:13]=1[O:14][CH2:15][C:16]#[CH:17])[C:7](OC)=[O:8])=[N+:2]=[N-:3].CC(C[AlH]CC(C)C)C. Product: [N:1]([C:4]1[CH:5]=[C:6]([CH2:7][OH:8])[CH:11]=[CH:12][C:13]=1[O:14][CH2:15][C:16]#[CH:17])=[N+:2]=[N-:3]. The catalyst class is: 2. (2) Reactant: [OH:1][C:2]1[C:16]2[C:11](=[CH:12][C:13]([O:17][CH3:18])=[CH:14][CH:15]=2)[C:5]2([CH2:10][CH2:9][O:8][CH2:7][CH2:6]2)[C:4](=[O:19])[C:3]=1[C:20](OCC)=[O:21].Cl.[NH2:26][CH2:27][C:28]([O:30][C:31]([CH3:34])([CH3:33])[CH3:32])=[O:29].C(N(C(C)C)C(C)C)C. Product: [OH:1][C:2]1[C:16]2[C:11](=[CH:12][C:13]([O:17][CH3:18])=[CH:14][CH:15]=2)[C:5]2([CH2:6][CH2:7][O:8][CH2:9][CH2:10]2)[C:4](=[O:19])[C:3]=1[C:20]([NH:26][CH2:27][C:28]([O:30][C:31]([CH3:34])([CH3:33])[CH3:32])=[O:29])=[O:21]. The catalyst class is: 12. (3) Reactant: [Cl:1][C:2]1[CH:3]=[C:4]([CH:9]([OH:28])[C:10]([NH:12][C@@H:13]2[CH2:18][CH2:17][CH2:16][CH2:15][C@H:14]2[C:19]2[CH:24]=[CH:23][C:22]([OH:25])=[C:21]([O:26][CH3:27])[CH:20]=2)=[O:11])[CH:5]=[CH:6][C:7]=1[Cl:8].S(C1C=CC(C)=CC=1)(O[C:33]#[C:34][CH3:35])(=O)=O.C[O-].[Na+].[Cl-].[Na+]. Product: [Cl:1][C:2]1[CH:3]=[C:4]([CH:9]([OH:28])[C:10]([NH:12][C@@H:13]2[CH2:18][CH2:17][CH2:16][CH2:15][C@H:14]2[C:19]2[CH:24]=[CH:23][C:22]([O:25][CH2:35][C:34]#[CH:33])=[C:21]([O:26][CH3:27])[CH:20]=2)=[O:11])[CH:5]=[CH:6][C:7]=1[Cl:8]. The catalyst class is: 5. (4) Reactant: [Br:1][C:2]1[N:7]=[C:6]([C@@H:8]([NH:18][C:19](=[O:25])[O:20]C(C)(C)C)[C@@H:9]([C:11]2[CH:16]=[CH:15][CH:14]=[CH:13][C:12]=2[F:17])O)[CH:5]=[CH:4][CH:3]=1.Cl.C(N(C(C)C)CC)(C)C.C(N1C=CN=C1)(N1C=CN=C1)=O. Product: [Br:1][C:2]1[N:7]=[C:6]([C@@H:8]2[C@@H:9]([C:11]3[CH:16]=[CH:15][CH:14]=[CH:13][C:12]=3[F:17])[O:25][C:19](=[O:20])[NH:18]2)[CH:5]=[CH:4][CH:3]=1. The catalyst class is: 4. (5) Reactant: Cl[C:2]1[N:7]=[C:6]([O:8][CH2:9][C:10]([F:13])([F:12])[F:11])[N:5]=[C:4]([NH:14][C:15]2[CH:27]=[CH:26][C:18]([C:19]([O:21][C:22]([CH3:25])([CH3:24])[CH3:23])=[O:20])=[CH:17][CH:16]=2)[CH:3]=1.CCN(C(C)C)C(C)C.[NH2:37][CH2:38][C:39]1[CH:44]=[CH:43][C:42]([OH:45])=[CH:41][CH:40]=1. Product: [OH:45][C:42]1[CH:43]=[CH:44][C:39]([CH2:38][NH:37][C:2]2[N:7]=[C:6]([O:8][CH2:9][C:10]([F:13])([F:12])[F:11])[N:5]=[C:4]([NH:14][C:15]3[CH:27]=[CH:26][C:18]([C:19]([O:21][C:22]([CH3:25])([CH3:24])[CH3:23])=[O:20])=[CH:17][CH:16]=3)[CH:3]=2)=[CH:40][CH:41]=1. The catalyst class is: 1. (6) Reactant: [Br:1][C:2]1[CH:11]=[C:10]2[C:5]([CH:6]=[CH:7][C:8]([OH:12])=[CH:9]2)=[CH:4][CH:3]=1.C1(P(C2C=CC=CC=2)C2C=CC=CC=2)C=CC=CC=1.[CH3:32][C@H:33]1[CH2:38][CH2:37][CH2:36][C@@H:35]([CH3:39])[N:34]1[CH2:40][CH2:41]O.N(C(OC(C)C)=O)=NC(OC(C)C)=O. Product: [Br:1][C:2]1[CH:11]=[C:10]2[C:5]([CH:6]=[CH:7][C:8]([O:12][CH2:41][CH2:40][N:34]3[C@H:35]([CH3:39])[CH2:36][CH2:37][CH2:38][C@@H:33]3[CH3:32])=[CH:9]2)=[CH:4][CH:3]=1. The catalyst class is: 1. (7) Reactant: [C:1]([O:5][CH2:6][CH2:7][CH2:8][CH3:9])(=[O:4])[CH:2]=[CH2:3].C([O-])([O-])=O.[K+].[K+].Br[C:17]1[CH:22]=[CH:21][CH:20]=[CH:19][CH:18]=1.O. Product: [C:17]1(/[CH:3]=[CH:2]/[C:1]([O:5][CH2:6][CH2:7][CH2:8][CH3:9])=[O:4])[CH:22]=[CH:21][CH:20]=[CH:19][CH:18]=1. The catalyst class is: 9.